From a dataset of Catalyst prediction with 721,799 reactions and 888 catalyst types from USPTO. Predict which catalyst facilitates the given reaction. Reactant: Cl[C:2]1[CH:11]=[CH:10][C:9]2[C:4](=[CH:5][CH:6]=[CH:7][CH:8]=2)[N:3]=1.[CH3:12][N:13]1[CH2:18][CH2:17][NH:16][CH2:15][CH2:14]1. Product: [CH3:12][N:13]1[CH2:18][CH2:17][N:16]([C:2]2[CH:11]=[CH:10][C:9]3[C:4](=[CH:5][CH:6]=[CH:7][CH:8]=3)[N:3]=2)[CH2:15][CH2:14]1. The catalyst class is: 6.